From a dataset of Full USPTO retrosynthesis dataset with 1.9M reactions from patents (1976-2016). Predict the reactants needed to synthesize the given product. (1) Given the product [N+:28]([C:27]1[CH:26]=[C:25]2[C:4]([CH2:5][C@:6]3([CH2:24]2)[C:14]2[C:9](=[N:10][CH:11]=[CH:12][CH:13]=2)[N:8]([CH2:15][O:16][CH2:17][CH2:18][Si:19]([CH3:22])([CH3:21])[CH3:20])[C:7]3=[O:23])=[CH:3][C:2]=1[CH2:38][C:37]([O:36][C:32]([CH3:35])([CH3:34])[CH3:33])=[O:40])([O-:30])=[O:29], predict the reactants needed to synthesize it. The reactants are: I[C:2]1[CH:3]=[C:4]2[C:25](=[CH:26][C:27]=1[N+:28]([O-:30])=[O:29])[CH2:24][C@:6]1([C:14]3[C:9](=[N:10][CH:11]=[CH:12][CH:13]=3)[N:8]([CH2:15][O:16][CH2:17][CH2:18][Si:19]([CH3:22])([CH3:21])[CH3:20])[C:7]1=[O:23])[CH2:5]2.[Cl-].[C:32]([O:36][C:37](=[O:40])[CH2:38][Zn+])([CH3:35])([CH3:34])[CH3:33]. (2) Given the product [CH3:37][O:38][C:39]1[CH:44]=[C:43]([O:45][CH3:46])[CH:42]=[CH:41][C:40]=1[C:47]([N:49]=[C:50]=[S:51])=[O:48].[CH3:37][O:38][C:39]1[CH:44]=[C:43]([O:45][CH3:46])[CH:42]=[CH:41][C:40]=1[C:47]([NH:49][C:50]([NH:33][C:32]1[CH:34]=[CH:35][C:29]([O:28][C:19]2[C:18]3[C:23](=[CH:24][C:25]([O:26][CH3:27])=[C:16]([O:15][CH3:14])[CH:17]=3)[N:22]=[CH:21][CH:20]=2)=[C:30]([F:36])[CH:31]=1)=[S:51])=[O:48], predict the reactants needed to synthesize it. The reactants are: COC1C=C(OC)C=CC=1C(Cl)=O.[CH3:14][O:15][C:16]1[CH:17]=[C:18]2[C:23](=[CH:24][C:25]=1[O:26][CH3:27])[N:22]=[CH:21][CH:20]=[C:19]2[O:28][C:29]1[CH:35]=[CH:34][C:32]([NH2:33])=[CH:31][C:30]=1[F:36].[CH3:37][O:38][C:39]1[CH:44]=[C:43]([O:45][CH3:46])[CH:42]=[CH:41][C:40]=1[C:47]([N:49]=[C:50]=[S:51])=[O:48]. (3) Given the product [NH2:1][C:2]1[C:3]2[C:10]([C:11]3[CH:16]=[CH:15][C:14]([NH:17][C:18](=[O:26])[O:19][CH:20]4[CH2:21][CH2:22][O:35][CH2:25]4)=[C:13]([O:27][CH3:28])[CH:12]=3)=[CH:9][N:8]([CH:29]3[CH2:30][CH2:31][O:32][CH2:33][CH2:34]3)[C:4]=2[N:5]=[CH:6][N:7]=1, predict the reactants needed to synthesize it. The reactants are: [NH2:1][C:2]1[C:3]2[C:10]([C:11]3[CH:16]=[CH:15][C:14]([NH:17][C:18](=[O:26])[O:19][C:20]4[CH:25]=CC=[CH:22][CH:21]=4)=[C:13]([O:27][CH3:28])[CH:12]=3)=[CH:9][N:8]([CH:29]3[CH2:34][CH2:33][O:32][CH2:31][CH2:30]3)[C:4]=2[N:5]=[CH:6][N:7]=1.[O:35]1CCC(O)C1.